Task: Predict the reaction yield, written as a fraction of the theoretical maximum amount of product (1.0 means a 100% yield; for example, 0.34 means a 34% yield).. Dataset: Reaction yield outcomes from USPTO patents with 853,638 reactions (1) The reactants are [Cl:1][CH2:2][CH2:3][CH2:4][O:5][C:6]1[CH:15]=[C:14]2[C:9]([C:10]([NH:16][C:17]3[NH:21][N:20]=[C:19]([CH2:22][C:23]([O:25]C)=[O:24])[CH:18]=3)=[N:11][CH:12]=[N:13]2)=[CH:8][C:7]=1[O:27][CH3:28].O.[OH-].[Li+].Cl. The catalyst is O1CCCC1. The product is [Cl:1][CH2:2][CH2:3][CH2:4][O:5][C:6]1[CH:15]=[C:14]2[C:9]([C:10]([NH:16][C:17]3[NH:21][N:20]=[C:19]([CH2:22][C:23]([OH:25])=[O:24])[CH:18]=3)=[N:11][CH:12]=[N:13]2)=[CH:8][C:7]=1[O:27][CH3:28]. The yield is 0.750. (2) The reactants are [C:1](=O)(OC(Cl)(Cl)Cl)[O:2]C(Cl)(Cl)Cl.[NH2:13][C:14]1[CH:15]=[C:16]([CH:33]=[CH:34][C:35]=1[F:36])[O:17][C:18]1[N:23]=[C:22]2[S:24][C:25]([NH:27][C:28]([CH:30]3[CH2:32][CH2:31]3)=[O:29])=[N:26][C:21]2=[CH:20][CH:19]=1.C(N(CC)CC)C.[F:44][C:45]([F:56])([F:55])[O:46][C:47]1[CH:48]=[C:49]([CH2:53][NH2:54])[CH:50]=[CH:51][CH:52]=1. The catalyst is O1CCCC1.C(OCC)(=O)C. The product is [F:36][C:35]1[CH:34]=[CH:33][C:16]([O:17][C:18]2[N:23]=[C:22]3[S:24][C:25]([NH:27][C:28]([CH:30]4[CH2:32][CH2:31]4)=[O:29])=[N:26][C:21]3=[CH:20][CH:19]=2)=[CH:15][C:14]=1[NH:13][C:1](=[O:2])[NH:54][CH2:53][C:49]1[CH:50]=[CH:51][CH:52]=[C:47]([O:46][C:45]([F:55])([F:56])[F:44])[CH:48]=1. The yield is 0.520. (3) The reactants are [CH2:1]1O[C:4]([N:8]2[CH2:14][CH:13]3[CH2:15][CH:10]([CH2:11][C:12]3=[O:16])[CH2:9]2)([O:5]CC)[O:3][CH2:2]1. The catalyst is S(=O)(=O)(O)O. The product is [O:16]=[C:12]1[CH2:11][CH:10]2[CH2:15][CH:13]1[CH2:14][N:8]([C:4]([O:3][CH2:2][CH3:1])=[O:5])[CH2:9]2. The yield is 0.640. (4) The reactants are [Br:1][C:2]1[C:3]([Cl:11])=[C:4](Cl)[C:5](=[O:9])[N:6]([CH3:8])[N:7]=1.[CH3:12][O-:13].[Na+]. The catalyst is O1CCOCC1. The product is [Br:1][C:2]1[C:3]([Cl:11])=[C:4]([O:13][CH3:12])[C:5](=[O:9])[N:6]([CH3:8])[N:7]=1. The yield is 0.650.